This data is from Catalyst prediction with 721,799 reactions and 888 catalyst types from USPTO. The task is: Predict which catalyst facilitates the given reaction. (1) Reactant: [Cl:1][C:2]1[N:3]=[C:4]([C:9]([NH:11][C@H:12]2CCN(C(OC(C)(C)C)=O)C[C@H]2OC)=[O:10])[NH:5][C:6]=1[CH2:7][CH3:8].Cl.[C:28]([O:31][CH2:32][CH3:33])(=O)C.[N:34]1([C:39]([N:41]2[CH:45]=[CH:44][N:43]=[CH:42]2)=[S:40])[CH:38]=[CH:37]N=C1. Product: [Cl:1][C:2]1[N:3]=[C:4]([C:9]([NH:11][C@H:12]2[CH2:37][CH2:38][N:34]([C:39]([N:41]3[CH:45]=[CH:44][N:43]=[CH:42]3)=[S:40])[CH2:33][C@H:32]2[O:31][CH3:28])=[O:10])[NH:5][C:6]=1[CH2:7][CH3:8]. The catalyst class is: 5. (2) Reactant: [H-].[Al+3].[Li+].[H-].[H-].[H-].[CH3:7][C@H:8]1[CH2:13][O:12][CH2:11][CH2:10][N:9]1[C:14]1[N:15]=[C:16]([N:36]2[CH2:41][CH2:40][O:39][CH2:38][C@@H:37]2[CH3:42])[C:17]2[CH:23]=[CH:22][C:21]([C:24]3[CH:25]=[CH:26][C:27]([O:34][CH3:35])=[C:28]([CH:33]=3)[C:29](OC)=[O:30])=[N:20][C:18]=2[N:19]=1. Product: [CH3:7][C@H:8]1[CH2:13][O:12][CH2:11][CH2:10][N:9]1[C:14]1[N:15]=[C:16]([N:36]2[CH2:41][CH2:40][O:39][CH2:38][C@@H:37]2[CH3:42])[C:17]2[CH:23]=[CH:22][C:21]([C:24]3[CH:25]=[CH:26][C:27]([O:34][CH3:35])=[C:28]([CH2:29][OH:30])[CH:33]=3)=[N:20][C:18]=2[N:19]=1. The catalyst class is: 1. (3) Reactant: [CH3:1][N:2]1[CH:6]=[CH:5][C:4]([NH:7][C:8]2[C:17]3[C:12](=[CH:13][CH:14]=[C:15]([OH:18])[CH:16]=3)[N:11]=[CH:10][N:9]=2)=[N:3]1.F[C:20]1[C:25]([CH3:26])=[CH:24][CH:23]=[CH:22][C:21]=1[C:27](=[O:29])[CH3:28].C(O[K])(C)(C)C.O. Product: [CH3:26][C:25]1[C:20]([O:18][C:15]2[CH:16]=[C:17]3[C:12](=[CH:13][CH:14]=2)[N:11]=[CH:10][N:9]=[C:8]3[NH:7][C:4]2[CH:5]=[CH:6][N:2]([CH3:1])[N:3]=2)=[C:21]([C:27](=[O:29])[CH3:28])[CH:22]=[CH:23][CH:24]=1. The catalyst class is: 80. (4) Reactant: Cl[C:2]1[C:3]2[N:4]([C:8]([C@H:12]3[CH2:17][CH2:16][C@H:15]([CH2:18][OH:19])[CH2:14][CH2:13]3)=[N:9][C:10]=2[I:11])[CH:5]=[CH:6][N:7]=1.C1COCC1.[NH3:25]. Product: [NH2:25][C:2]1[C:3]2[N:4]([C:8]([C@H:12]3[CH2:17][CH2:16][C@H:15]([CH2:18][OH:19])[CH2:14][CH2:13]3)=[N:9][C:10]=2[I:11])[CH:5]=[CH:6][N:7]=1. The catalyst class is: 32.